Binary Classification. Given a T-cell receptor sequence (or CDR3 region) and an epitope sequence, predict whether binding occurs between them. From a dataset of TCR-epitope binding with 47,182 pairs between 192 epitopes and 23,139 TCRs. (1) The epitope is NEGVKAAW. The TCR CDR3 sequence is CASSLGSGVSNYGYTF. Result: 0 (the TCR does not bind to the epitope). (2) The epitope is FLRGRAYGL. The TCR CDR3 sequence is CASSPYRGPMNTEAFF. Result: 0 (the TCR does not bind to the epitope). (3) The epitope is TPRVTGGGAM. The TCR CDR3 sequence is CASSELGYNEQFF. Result: 0 (the TCR does not bind to the epitope). (4) The epitope is DATYQRTRALVR. The TCR CDR3 sequence is CANPPGSSYNEQFF. Result: 1 (the TCR binds to the epitope). (5) The epitope is YLNTLTLAV. The TCR CDR3 sequence is CASSALRDWGVYEQYF. Result: 1 (the TCR binds to the epitope). (6) The TCR CDR3 sequence is CSARDTMTTGGVFYEAFF. The epitope is AIMTRCLAV. Result: 0 (the TCR does not bind to the epitope). (7) The epitope is IPIQASLPF. The TCR CDR3 sequence is CASSPPGGRADTQYF. Result: 0 (the TCR does not bind to the epitope). (8) The epitope is VTIAEILLI. The TCR CDR3 sequence is CASSSAGGGYEQYF. Result: 1 (the TCR binds to the epitope). (9) The epitope is RLRPGGKKR. The TCR CDR3 sequence is CASSLPGSYEQYF. Result: 0 (the TCR does not bind to the epitope). (10) The epitope is IVTDFSVIK. The TCR CDR3 sequence is CASSFGTGGGLGVPEAFF. Result: 0 (the TCR does not bind to the epitope).